From a dataset of Full USPTO retrosynthesis dataset with 1.9M reactions from patents (1976-2016). Predict the reactants needed to synthesize the given product. (1) Given the product [NH:14]([C:9]1[C:8](=[O:13])[C:6]2[N:7]=[C:3]([CH2:1][CH3:2])[O:4][C:5]=2[C:11](=[O:12])[CH:10]=1)[C:15]1[CH:20]=[CH:19][CH:18]=[CH:17][CH:16]=1, predict the reactants needed to synthesize it. The reactants are: [CH2:1]([C:3]1[O:4][C:5]2[C:11](=[O:12])[CH:10]=[CH:9][C:8](=[O:13])[C:6]=2[N:7]=1)[CH3:2].[NH2:14][C:15]1[CH:20]=[CH:19][CH:18]=[CH:17][CH:16]=1. (2) The reactants are: [OH-:1].[K+].O[N:4]=[C:5]([O:7][CH2:8][CH3:9])[CH3:6].Cl[C:11]1[CH:16]=[CH:15][C:14]([N+:17]([O-:19])=[O:18])=[CH:13][CH:12]=1.O. Given the product [N+:17]([C:14]1[CH:15]=[CH:16][C:11]([O:1][CH2:6][C:5](=[NH:4])[O:7][CH2:8][CH3:9])=[CH:12][CH:13]=1)([O-:19])=[O:18], predict the reactants needed to synthesize it. (3) Given the product [CH3:29][N:30]([CH3:44])[C:31]([CH3:43])([CH3:42])[CH2:32][O:33][C:34]1[CH:41]=[CH:40][C:37]([CH2:38][CH2:2][CH2:1][NH:3][C:4]2[CH:9]=[C:8]([O:10][CH3:11])[CH:7]=[CH:6][C:5]=2[C@H:12]2[CH2:21][CH2:20][C:19]3[CH:18]=[C:17]([OH:22])[CH:16]=[CH:15][C:14]=3[CH2:13]2)=[CH:36][CH:35]=1, predict the reactants needed to synthesize it. The reactants are: [CH2:1]([NH:3][C:4]1[CH:9]=[C:8]([O:10][CH3:11])[CH:7]=[CH:6][C:5]=1[C@H:12]1[CH2:21][CH2:20][C:19]2[CH:18]=[C:17]([O:22]C(=O)C(C)(C)C)[CH:16]=[CH:15][C:14]=2[CH2:13]1)[CH3:2].[CH3:29][N:30]([CH3:44])[C:31]([CH3:43])([CH3:42])[CH2:32][O:33][C:34]1[CH:41]=[CH:40][C:37]([CH:38]=O)=[CH:36][CH:35]=1. (4) Given the product [Br:21][C:22]1[CH:23]=[C:24]([S:29]([NH:51][C:48]2[C:47]([O:52][CH3:53])=[CH:46][C:45]([Br:44])=[CH:50][N:49]=2)(=[O:31])=[O:30])[CH:25]=[N:26][C:27]=1[Cl:28], predict the reactants needed to synthesize it. The reactants are: ClC1C=C(OC)C(NS(C2SC(C)=NC=2C)(=O)=O)=NC=1.[Br:21][C:22]1[CH:23]=[C:24]([S:29](Cl)(=[O:31])=[O:30])[CH:25]=[N:26][C:27]=1[Cl:28].CC1N=C(C)SC=1S(Cl)(=O)=O.[Br:44][C:45]1[CH:46]=[C:47]([O:52][CH3:53])[C:48]([NH2:51])=[N:49][CH:50]=1.ClC1C=C(OC)C(N)=NC=1. (5) Given the product [CH3:9][O:8][C:5]1[C:4]([N+:10]([O-:12])=[O:11])=[CH:3][C:2]([B:16]2[O:17][C:18]([CH3:20])([CH3:19])[C:14]([CH3:30])([CH3:13])[O:15]2)=[CH:7][N:6]=1, predict the reactants needed to synthesize it. The reactants are: Br[C:2]1[CH:3]=[C:4]([N+:10]([O-:12])=[O:11])[C:5]([O:8][CH3:9])=[N:6][CH:7]=1.[CH3:13][C:14]1([CH3:30])[C:18]([CH3:20])([CH3:19])[O:17][B:16]([B:16]2[O:17][C:18]([CH3:20])([CH3:19])[C:14]([CH3:30])([CH3:13])[O:15]2)[O:15]1.C([O-])(=O)C.[K+]. (6) Given the product [Br:19][C:16]1[CH:17]=[C:18]2[C:10]([C:8]([C:4]3[C:3]([F:20])=[C:2]([NH:1][S:34]([C:29]4[CH:30]=[CH:31][CH:32]=[CH:33][C:28]=4[F:27])(=[O:36])=[O:35])[CH:7]=[CH:6][CH:5]=3)=[O:9])=[CH:11][NH:12][C:13]2=[N:14][CH:15]=1, predict the reactants needed to synthesize it. The reactants are: [NH2:1][C:2]1[C:3]([F:20])=[C:4]([C:8]([C:10]2[C:18]3[C:13](=[N:14][CH:15]=[C:16]([Br:19])[CH:17]=3)[NH:12][CH:11]=2)=[O:9])[CH:5]=[CH:6][CH:7]=1.N1C=CC=CC=1.[F:27][C:28]1[CH:33]=[CH:32][CH:31]=[CH:30][C:29]=1[S:34](Cl)(=[O:36])=[O:35].Cl. (7) Given the product [C:22]([NH:25][C:26]1[CH:35]=[CH:34][C:33]2[C:28](=[CH:29][CH:30]=[CH:31][C:32]=2[NH:36][CH2:11][C:10]([C:13]([F:14])([F:16])[F:15])([OH:17])[CH2:9][C:8]([C:6]2[CH:7]=[C:2]([F:1])[CH:3]=[CH:4][C:5]=2[O:20][CH3:21])([CH3:18])[CH3:19])[N:27]=1)(=[O:24])[CH3:23], predict the reactants needed to synthesize it. The reactants are: [F:1][C:2]1[CH:3]=[CH:4][C:5]([O:20][CH3:21])=[C:6]([C:8]([CH3:19])([CH3:18])[CH2:9][C:10]([OH:17])([C:13]([F:16])([F:15])[F:14])[CH:11]=O)[CH:7]=1.[C:22]([NH:25][C:26]1[CH:35]=[CH:34][C:33]2[C:28](=[CH:29][CH:30]=[CH:31][C:32]=2[NH2:36])[N:27]=1)(=[O:24])[CH3:23]. (8) Given the product [Cl:1][C:2]1[C:7]([C:8]([NH2:13])=[O:9])=[CH:6][CH:5]=[C:4]([Cl:11])[N:3]=1, predict the reactants needed to synthesize it. The reactants are: [Cl:1][C:2]1[C:7]([C:8](O)=[O:9])=[CH:6][CH:5]=[C:4]([Cl:11])[N:3]=1.C[N:13]1CCOCC1.ClC(OC(C)C)=O.